This data is from Full USPTO retrosynthesis dataset with 1.9M reactions from patents (1976-2016). The task is: Predict the reactants needed to synthesize the given product. The reactants are: Cl.O.[NH2:3][C:4]1[N:5]=[CH:6][C:7]([C:19]2[CH:46]=[CH:45][C:22]([CH2:23][NH:24][C:25]3[N:42]=[CH:41][C:40]([C:43]#[N:44])=[CH:39][C:26]=3[C:27]([NH:29][C@H:30]([C:32]3[CH:37]=[CH:36][C:35]([F:38])=[CH:34][CH:33]=3)[CH3:31])=[O:28])=[CH:21][CH:20]=2)=[N:8][C:9]=1[NH:10][CH2:11][CH:12]1[CH2:16][O:15]C(C)(C)[O:13]1.O1CCCC1. Given the product [NH2:3][C:4]1[N:5]=[CH:6][C:7]([C:19]2[CH:20]=[CH:21][C:22]([CH2:23][NH:24][C:25]3[N:42]=[CH:41][C:40]([C:43]#[N:44])=[CH:39][C:26]=3[C:27]([NH:29][C@H:30]([C:32]3[CH:37]=[CH:36][C:35]([F:38])=[CH:34][CH:33]=3)[CH3:31])=[O:28])=[CH:45][CH:46]=2)=[N:8][C:9]=1[NH:10][CH2:11][CH:12]([OH:13])[CH2:16][OH:15], predict the reactants needed to synthesize it.